The task is: Predict which catalyst facilitates the given reaction.. This data is from Catalyst prediction with 721,799 reactions and 888 catalyst types from USPTO. (1) Reactant: [F:1][CH:2]([F:12])[C:3]1[C:7]([C:8](Cl)=[O:9])=[CH:6][N:5]([CH3:11])[N:4]=1.Cl.[Cl:14][C:15]1[CH:20]=[C:19]([Cl:21])[CH:18]=[CH:17][C:16]=1[CH:22]([F:26])[CH:23]([NH2:25])[CH3:24].C(N(CC)CC)C. Product: [Cl:14][C:15]1[CH:20]=[C:19]([Cl:21])[CH:18]=[CH:17][C:16]=1[CH:22]([F:26])[CH:23]([NH:25][C:8]([C:7]1[C:3]([CH:2]([F:12])[F:1])=[N:4][N:5]([CH3:11])[CH:6]=1)=[O:9])[CH3:24]. The catalyst class is: 4. (2) Reactant: CS(O[CH2:6][CH2:7][C:8]1([CH2:21][CH2:22]OS(C)(=O)=O)[CH2:13][CH2:12][N:11]([C:14]([O:16][C:17]([CH3:20])([CH3:19])[CH3:18])=[O:15])[CH2:10][CH2:9]1)(=O)=O.[CH2:28]([NH2:35])[C:29]1[CH:34]=[CH:33][CH:32]=[CH:31][CH:30]=1. Product: [CH2:28]([N:35]1[CH2:22][CH2:21][C:8]2([CH2:13][CH2:12][N:11]([C:14]([O:16][C:17]([CH3:20])([CH3:19])[CH3:18])=[O:15])[CH2:10][CH2:9]2)[CH2:7][CH2:6]1)[C:29]1[CH:34]=[CH:33][CH:32]=[CH:31][CH:30]=1. The catalyst class is: 8. (3) Reactant: [CH3:1][C:2]1[S:3][CH:4]=[C:5]([C:7]2[CH:12]=[CH:11][C:10]([O:13][C:14]([F:17])([F:16])[F:15])=[CH:9][CH:8]=2)[N:6]=1.C(O)(=O)C.[Br:22]Br. Product: [Br:22][C:4]1[S:3][C:2]([CH3:1])=[N:6][C:5]=1[C:7]1[CH:8]=[CH:9][C:10]([O:13][C:14]([F:17])([F:15])[F:16])=[CH:11][CH:12]=1. The catalyst class is: 793. (4) Reactant: Cl.[CH3:2][NH:3][O:4][CH3:5].CN1CCOCC1.[O:13]1[CH2:18][CH2:17][CH:16]([C:19](Cl)=[O:20])[CH2:15][CH2:14]1. Product: [CH3:5][O:4][N:3]([CH3:2])[C:19]([CH:16]1[CH2:17][CH2:18][O:13][CH2:14][CH2:15]1)=[O:20]. The catalyst class is: 2.